From a dataset of Reaction yield outcomes from USPTO patents with 853,638 reactions. Predict the reaction yield, written as a fraction of the theoretical maximum amount of product (1.0 means a 100% yield; for example, 0.34 means a 34% yield). (1) The reactants are CC(O[C:6]([NH:8][C@H:9]([C:16]([OH:18])=[O:17])[C:10]1[CH:15]=[CH:14][CH:13]=[CH:12][CH:11]=1)=[O:7])(C)C.[CH:19]1(O)[CH2:24][CH2:23][CH2:22][CH2:21][CH2:20]1.C1CC[CH:29]([N:32]=C=NC2CCCCC2)[CH2:28]C1.FC(F)(F)C(O)=O.C(CC(O)=O)#N.CN(C(ON1N=NC2C=CC=NC1=2)=[N+](C)C)C.F[P-](F)(F)(F)(F)F. The catalyst is ClCCl. The product is [CH:19]1([O:18][C:16](=[O:17])[CH:9]([NH:8][C:6](=[O:7])[CH2:28][C:29]#[N:32])[C:10]2[CH:11]=[CH:12][CH:13]=[CH:14][CH:15]=2)[CH2:24][CH2:23][CH2:22][CH2:21][CH2:20]1. The yield is 1.00. (2) The reactants are O.[OH-].[Li+].[C:4]1(/[C:10](=[N:20]/[O:21][CH2:22][C:23]2[CH:28]=[CH:27][C:26]([O:29][CH2:30][C:31]3[N:35]=[C:34]([C:36]4[CH:41]=[CH:40][CH:39]=[CH:38][CH:37]=4)[O:33][N:32]=3)=[CH:25][CH:24]=2)/[CH2:11][CH2:12][CH2:13][CH2:14][C:15]([O:17]CC)=[O:16])[CH:9]=[CH:8][CH:7]=[CH:6][CH:5]=1.O.Cl. The catalyst is O1CCCC1.C(O)C. The product is [C:4]1(/[C:10](=[N:20]/[O:21][CH2:22][C:23]2[CH:28]=[CH:27][C:26]([O:29][CH2:30][C:31]3[N:35]=[C:34]([C:36]4[CH:41]=[CH:40][CH:39]=[CH:38][CH:37]=4)[O:33][N:32]=3)=[CH:25][CH:24]=2)/[CH2:11][CH2:12][CH2:13][CH2:14][C:15]([OH:17])=[O:16])[CH:5]=[CH:6][CH:7]=[CH:8][CH:9]=1. The yield is 0.900.